Dataset: Catalyst prediction with 721,799 reactions and 888 catalyst types from USPTO. Task: Predict which catalyst facilitates the given reaction. (1) Reactant: O[CH2:2][C:3]([C:5]1[CH:10]=[CH:9][CH:8]=[CH:7][CH:6]=1)=[O:4].N1([C:17]2[CH:24]=[CH:23][C:20]([CH:21]=O)=[CH:19]N=2)CCCCC1.O([CH3:27])[Na]. Product: [C:20]1([CH:21]=[CH:2][C:3]([C:5]2[CH:10]=[CH:9][CH:8]=[CH:7][CH:6]=2)=[O:4])[CH:19]=[CH:27][CH:17]=[CH:24][CH:23]=1. The catalyst class is: 1. (2) Reactant: [Cl:1][C:2]1[CH:10]=[C:9]2[C:5]([CH:6]=[CH:7][NH:8]2)=[CH:4][N:3]=1.[H-].[Na+].Br[CH:14]([CH3:16])[CH3:15]. Product: [Cl:1][C:2]1[N:3]=[CH:4][C:5]2[CH:6]=[CH:7][N:8]([CH:14]([CH3:16])[CH3:15])[C:9]=2[CH:10]=1. The catalyst class is: 3. (3) Reactant: [CH:1]1([NH:4][C:5]([C:7]2[CH:12]=[CH:11][C:10]([N:13]3[CH2:18][CH2:17][N:16](C(OC(C)(C)C)=O)[CH2:15][CH2:14]3)=[C:9]([CH3:26])[CH:8]=2)=[O:6])[CH2:3][CH2:2]1.[ClH:27]. Product: [ClH:27].[ClH:27].[CH:1]1([NH:4][C:5](=[O:6])[C:7]2[CH:12]=[CH:11][C:10]([N:13]3[CH2:14][CH2:15][NH:16][CH2:17][CH2:18]3)=[C:9]([CH3:26])[CH:8]=2)[CH2:3][CH2:2]1. The catalyst class is: 12. (4) The catalyst class is: 4. Product: [CH3:1][N:2]1[C:7](=[O:8])[C:6]2[CH:9]=[N:10][C:11]([NH:47][C:46]3[CH:45]=[CH:44][C:43]([N:40]4[CH2:39][CH2:38][N:37]([CH3:36])[CH2:42][CH2:41]4)=[CH:49][CH:48]=3)=[N:12][C:5]=2[C:4]([CH3:15])=[N:3]1. Reactant: [CH3:1][N:2]1[C:7](=[O:8])[C:6]2[CH:9]=[N:10][C:11](SC)=[N:12][C:5]=2[C:4]([CH3:15])=[N:3]1.ClC1C=C(C=CC=1)C(OO)=O.CCN(C(C)C)C(C)C.[CH3:36][N:37]1[CH2:42][CH2:41][N:40]([C:43]2[CH:49]=[CH:48][C:46]([NH2:47])=[CH:45][CH:44]=2)[CH2:39][CH2:38]1. (5) The catalyst class is: 7. Product: [C:9]1([C@:15]2([CH2:27][N:28]3[C:32]([S:34][CH3:33])=[N:31][CH:30]=[N:29]3)[C@@H:17]([C:18]3[CH:23]=[CH:22][C:21]([Cl:24])=[C:20]([Cl:25])[C:19]=3[Cl:26])[O:16]2)[CH:10]=[CH:11][CH:12]=[CH:13][CH:14]=1. Reactant: [Li+].CC([N-]C(C)C)C.[C:9]1([C@:15]2([CH2:27][N:28]3[CH:32]=[N:31][CH:30]=[N:29]3)[C@@H:17]([C:18]3[CH:23]=[CH:22][C:21]([Cl:24])=[C:20]([Cl:25])[C:19]=3[Cl:26])[O:16]2)[CH:14]=[CH:13][CH:12]=[CH:11][CH:10]=1.[CH3:33][S:34]SC.[Cl-].[NH4+]. (6) Reactant: CO[C:3]([C:5]1[N:6]=[C:7]([C:25]#[N:26])[C:8]2[C:13]([C:14]=1[OH:15])=[CH:12][CH:11]=[C:10]([O:16][C:17]1[CH:22]=[CH:21][C:20]([O:23][CH3:24])=[CH:19][CH:18]=1)[CH:9]=2)=[O:4].[NH2:27][C:28]([CH3:34])([CH3:33])[CH2:29][C:30]([OH:32])=[O:31].C[O-].[Na+].Cl. Product: [C:25]([C:7]1[C:8]2[C:13](=[CH:12][CH:11]=[C:10]([O:16][C:17]3[CH:18]=[CH:19][C:20]([O:23][CH3:24])=[CH:21][CH:22]=3)[CH:9]=2)[C:14]([OH:15])=[C:5]([C:3]([NH:27][C:28]([CH3:34])([CH3:33])[CH2:29][C:30]([OH:32])=[O:31])=[O:4])[N:6]=1)#[N:26]. The catalyst class is: 287.